From a dataset of Forward reaction prediction with 1.9M reactions from USPTO patents (1976-2016). Predict the product of the given reaction. (1) Given the reactants [Cl:1][C:2]1[CH:3]=[C:4]([NH:8][C:9]2[CH:14]=[C:13]([NH:15][CH:16]3[CH2:21][CH2:20][N:19]([C:22]([O:24][C:25]([CH3:28])([CH3:27])[CH3:26])=[O:23])[CH2:18][CH2:17]3)[N:12]3[N:29]=[CH:30][C:31]([CH:32]=O)=[C:11]3[N:10]=2)[CH:5]=[CH:6][CH:7]=1.C(O)C.[NH:37]1[CH2:43][C:41](=[O:42])[NH:40][C:38]1=[O:39].N1CCCCC1, predict the reaction product. The product is: [Cl:1][C:2]1[CH:3]=[C:4]([NH:8][C:9]2[CH:14]=[C:13]([NH:15][CH:16]3[CH2:17][CH2:18][N:19]([C:22]([O:24][C:25]([CH3:28])([CH3:26])[CH3:27])=[O:23])[CH2:20][CH2:21]3)[N:12]3[N:29]=[CH:30][C:31]([CH:32]=[C:43]4[C:41](=[O:42])[NH:40][C:38](=[O:39])[NH:37]4)=[C:11]3[N:10]=2)[CH:5]=[CH:6][CH:7]=1. (2) The product is: [CH3:1][O:2][C:3]([C:5]1[C:10]([NH:11][C:29](=[O:30])[CH2:28][C:21]2[C:22]([F:27])=[CH:23][C:24]([F:26])=[CH:25][C:20]=2[F:19])=[N:9][CH:8]=[C:7]([C:12]2[CH:17]=[CH:16][C:15]([F:18])=[CH:14][CH:13]=2)[N:6]=1)=[O:4]. Given the reactants [CH3:1][O:2][C:3]([C:5]1[C:10]([NH2:11])=[N:9][CH:8]=[C:7]([C:12]2[CH:17]=[CH:16][C:15]([F:18])=[CH:14][CH:13]=2)[N:6]=1)=[O:4].[F:19][C:20]1[CH:25]=[C:24]([F:26])[CH:23]=[C:22]([F:27])[C:21]=1[CH2:28][C:29](Cl)=[O:30].O, predict the reaction product. (3) Given the reactants [CH3:1][C:2]([CH3:37])([CH3:36])[C@H:3]([NH:8][C:9]([N:11]1[C:19]2[CH2:18][CH2:17][N:16]([C:20](OC(C)(C)C)=O)[CH2:15][C:14]=2[C:13]([C:27]2[CH:32]=[C:31]([F:33])[C:30]([F:34])=[CH:29][C:28]=2[F:35])=[N:12]1)=[O:10])[C:4]([NH:6][CH3:7])=[O:5], predict the reaction product. The product is: [CH3:1][C:2]([CH3:37])([CH3:36])[C@H:3]([NH:8][C:9]([N:11]1[C:19]2[CH2:18][CH2:17][N:16]([CH3:20])[CH2:15][C:14]=2[C:13]([C:27]2[CH:32]=[C:31]([F:33])[C:30]([F:34])=[CH:29][C:28]=2[F:35])=[N:12]1)=[O:10])[C:4]([NH:6][CH3:7])=[O:5]. (4) Given the reactants [Cl:1][C:2]1[CH:3]=[C:4]([NH:18][S:19]([C:22]2[CH:27]=[CH:26][C:25]([Cl:28])=[CH:24][CH:23]=2)(=[O:21])=[O:20])[C:5]([O:8][C:9]2[CH:17]=[CH:16][CH:15]=[CH:14][C:10]=2[C:11](O)=[O:12])=[N:6][CH:7]=1.[CH:29]([N:32](C(C)C)CC)(C)C.CCCCNC(N(CCCC)CCCC)=S.CN, predict the reaction product. The product is: [Cl:1][C:2]1[CH:3]=[C:4]([NH:18][S:19]([C:22]2[CH:27]=[CH:26][C:25]([Cl:28])=[CH:24][CH:23]=2)(=[O:20])=[O:21])[C:5]([O:8][C:9]2[CH:17]=[CH:16][CH:15]=[CH:14][C:10]=2[C:11]([NH:32][CH3:29])=[O:12])=[N:6][CH:7]=1. (5) Given the reactants C(ON=O)CC(C)C.[CH3:9][N:10]1[C:14]2=[N:15][CH:16]=[C:17]([N+:19]([O-:21])=[O:20])[CH:18]=[C:13]2[C:12](N)=[N:11]1.[IH:23].[OH-].[NH4+], predict the reaction product. The product is: [I:23][C:12]1[C:13]2[C:14](=[N:15][CH:16]=[C:17]([N+:19]([O-:21])=[O:20])[CH:18]=2)[N:10]([CH3:9])[N:11]=1. (6) Given the reactants [CH3:1][C:2]1([CH3:31])[O:6][C@H:5]2[C@H:7]([NH:11][C:12]([C:25]3[CH:30]=[CH:29][CH:28]=[CH:27][CH:26]=3)([C:19]3[CH:24]=[CH:23][CH:22]=[CH:21][CH:20]=3)[C:13]3[CH:18]=[CH:17][CH:16]=[CH:15][CH:14]=3)[CH2:8][C@H:9]([OH:10])[C@H:4]2[O:3]1.[H-].[Na+].CC1C=CC(S(O[CH2:45][CH2:46][O:47][CH2:48][C:49]2[CH:54]=[CH:53][CH:52]=[CH:51][CH:50]=2)(=O)=O)=CC=1, predict the reaction product. The product is: [CH2:48]([O:47][CH2:46][CH2:45][O:10][C@@H:9]1[C@H:4]2[O:3][C:2]([CH3:31])([CH3:1])[O:6][C@H:5]2[C@H:7]([NH:11][C:12]([C:13]2[CH:18]=[CH:17][CH:16]=[CH:15][CH:14]=2)([C:25]2[CH:30]=[CH:29][CH:28]=[CH:27][CH:26]=2)[C:19]2[CH:20]=[CH:21][CH:22]=[CH:23][CH:24]=2)[CH2:8]1)[C:49]1[CH:54]=[CH:53][CH:52]=[CH:51][CH:50]=1.